This data is from Full USPTO retrosynthesis dataset with 1.9M reactions from patents (1976-2016). The task is: Predict the reactants needed to synthesize the given product. (1) Given the product [CH3:48][O:47][C:46]1[C:41]([NH:40][C:38]([C:36]2[N:37]=[C:33]([O:30][C:28]3[CH:29]=[C:24]([O:23][CH3:22])[CH:25]=[CH:26][C:27]=3[CH3:31])[S:34][CH:35]=2)=[O:39])=[C:42]([O:63][CH3:64])[N:43]=[C:44]([NH:49][CH2:50][CH2:51][N:52]([CH:60]([CH3:62])[CH3:61])[C:53](=[O:59])[O:54][C:55]([CH3:56])([CH3:57])[CH3:58])[N:45]=1, predict the reactants needed to synthesize it. The reactants are: C(C1C=C(C=CC=1)OC1OC=C(C(OCC)=O)N=1)(C)(C)C.[CH3:22][O:23][C:24]1[CH:25]=[CH:26][C:27]([CH3:31])=[C:28]([OH:30])[CH:29]=1.Br[C:33]1[S:34][CH:35]=[C:36]([C:38]([NH:40][C:41]2[C:42]([O:63][CH3:64])=[N:43][C:44]([NH:49][CH2:50][CH2:51][N:52]([CH:60]([CH3:62])[CH3:61])[C:53](=[O:59])[O:54][C:55]([CH3:58])([CH3:57])[CH3:56])=[N:45][C:46]=2[O:47][CH3:48])=[O:39])[N:37]=1. (2) Given the product [CH2:1]([S:3]([C:6]1[S:10][C:9]([C:11]2[CH:12]=[CH:13][C:14]([C:15]([N:60]3[CH2:61][CH2:62][CH2:63][C@H:59]3[CH2:58][N:54]3[CH2:55][CH2:56][CH2:57][C@H:53]3[CH3:52])=[O:17])=[CH:18][CH:19]=2)=[CH:8][CH:7]=1)(=[O:4])=[O:5])[CH3:2], predict the reactants needed to synthesize it. The reactants are: [CH2:1]([S:3]([C:6]1[S:10][C:9]([C:11]2[CH:19]=[CH:18][C:14]([C:15]([OH:17])=O)=[CH:13][CH:12]=2)=[CH:8][CH:7]=1)(=[O:5])=[O:4])[CH3:2].[Li].CCN=C=NCCCN(C)C.Cl.C1C=CC2N(O)N=NC=2C=1.CCN(C(C)C)C(C)C.[CH3:52][C@@H:53]1[CH2:57][CH2:56][CH2:55][N:54]1[CH2:58][C@@H:59]1[CH2:63][CH2:62][CH2:61][NH:60]1. (3) Given the product [CH2:1]([O:3][C:4](=[O:45])[CH:5]([C:23]1[N:24]([CH3:47])[C:25]2[C:30]([C:31]=1[S:32][C:33]([CH3:35])([CH3:34])[CH3:36])=[CH:29][C:28]([CH2:37][CH2:38][C:39]1[CH:44]=[CH:43][CH:42]=[CH:41][N:40]=1)=[CH:27][CH:26]=2)[CH2:6][C:7]1[CH:8]=[CH:9][C:10]([C:13]2[CH:18]=[CH:17][C:16]([C:19]([F:20])([F:21])[F:22])=[CH:15][N:14]=2)=[CH:11][CH:12]=1)[CH3:2], predict the reactants needed to synthesize it. The reactants are: [CH2:1]([O:3][C:4](=[O:45])[CH:5]([C:23]1[NH:24][C:25]2[C:30]([C:31]=1[S:32][C:33]([CH3:36])([CH3:35])[CH3:34])=[CH:29][C:28]([CH2:37][CH2:38][C:39]1[CH:44]=[CH:43][CH:42]=[CH:41][N:40]=1)=[CH:27][CH:26]=2)[CH2:6][C:7]1[CH:12]=[CH:11][C:10]([C:13]2[CH:18]=[CH:17][C:16]([C:19]([F:22])([F:21])[F:20])=[CH:15][N:14]=2)=[CH:9][CH:8]=1)[CH3:2].I[CH3:47]. (4) The reactants are: [C:1]([O:5][C:6]([N:8]1[CH2:13][CH2:12][N:11]([C:14]([C:16]2[C:20]3=[N:21][CH:22]=[CH:23][CH:24]=[C:19]3[N:18]([C:25]3[CH:30]=[CH:29][CH:28]=[CH:27][CH:26]=3)[C:17]=2Cl)=[O:15])[CH2:10][CH:9]1[CH2:32][C:33]([O:35][CH3:36])=[O:34])=[O:7])([CH3:4])([CH3:3])[CH3:2].[CH3:37][C:38]1[CH:43]=[CH:42][CH:41]=[C:40]([CH3:44])[C:39]=1[OH:45]. Given the product [C:1]([O:5][C:6]([N:8]1[CH2:13][CH2:12][N:11]([C:14]([C:16]2[C:20]3=[N:21][CH:22]=[CH:23][CH:24]=[C:19]3[N:18]([C:25]3[CH:30]=[CH:29][CH:28]=[CH:27][CH:26]=3)[C:17]=2[O:45][C:39]2[C:40]([CH3:44])=[CH:41][CH:42]=[CH:43][C:38]=2[CH3:37])=[O:15])[CH2:10][CH:9]1[CH2:32][C:33]([O:35][CH3:36])=[O:34])=[O:7])([CH3:4])([CH3:3])[CH3:2], predict the reactants needed to synthesize it. (5) Given the product [CH3:9][O:8][C:6]1[C:5]([C@@:10]2([CH3:16])[CH2:14][CH2:13][NH:12][C:11]2=[O:15])=[CH:4][CH:3]=[C:2]([C:23]2[CH:22]=[C:21]3[C:26](=[CH:25][CH:24]=2)[N:18]([CH3:17])[CH:19]=[CH:20]3)[N:7]=1, predict the reactants needed to synthesize it. The reactants are: Cl[C:2]1[N:7]=[C:6]([O:8][CH3:9])[C:5]([C@@:10]2([CH3:16])[CH2:14][CH2:13][NH:12][C:11]2=[O:15])=[CH:4][CH:3]=1.[CH3:17][N:18]1[C:26]2[C:21](=[CH:22][C:23](B(O)O)=[CH:24][CH:25]=2)[CH:20]=[CH:19]1.C([O-])([O-])=O.[Na+].[Na+]. (6) Given the product [CH3:32][NH:33][C:2]1[N:7]=[CH:6][C:5]([CH2:8][N:9]2[C:14](=[O:15])[CH:13]=[CH:12][C:11]([C:16]3[O:20][N:19]=[C:18]([C:21]4[CH:26]=[CH:25][C:24]([O:27][C:28]([F:31])([F:30])[F:29])=[CH:23][CH:22]=4)[N:17]=3)=[N:10]2)=[CH:4][CH:3]=1, predict the reactants needed to synthesize it. The reactants are: Cl[C:2]1[N:7]=[CH:6][C:5]([CH2:8][N:9]2[C:14](=[O:15])[CH:13]=[CH:12][C:11]([C:16]3[O:20][N:19]=[C:18]([C:21]4[CH:26]=[CH:25][C:24]([O:27][C:28]([F:31])([F:30])[F:29])=[CH:23][CH:22]=4)[N:17]=3)=[N:10]2)=[CH:4][CH:3]=1.[CH3:32][NH2:33]. (7) The reactants are: CC(C)(S([NH:6][CH:7]([C:22]1[O:23][C:24]([CH3:27])=[CH:25][CH:26]=1)[C:8]12[N:14]([C:15]([O:17][C:18]([CH3:21])([CH3:20])[CH3:19])=[O:16])[CH:11]([CH2:12][CH2:13]1)[CH2:10][CH2:9]2)=O)C.Cl.O1CCOCC1.[NH4+].[OH-].[Na+].[Cl-]. Given the product [NH2:6][CH:7]([C:22]1[O:23][C:24]([CH3:27])=[CH:25][CH:26]=1)[C:8]12[N:14]([C:15]([O:17][C:18]([CH3:19])([CH3:20])[CH3:21])=[O:16])[CH:11]([CH2:10][CH2:9]1)[CH2:12][CH2:13]2, predict the reactants needed to synthesize it. (8) Given the product [Cl:26][C:5]1[C:6]([N:11]2[CH2:16][CH2:15][N:14]([CH2:17][C:18]([NH:20][C:21]3[S:22][CH:23]=[CH:24][N:25]=3)=[O:19])[CH2:13][CH2:12]2)=[C:7]2[N:8]=[C:41]([C:40]3[CH:39]=[CH:38][C:37]([N:34]4[CH2:33][CH2:32][S:31](=[O:45])(=[O:30])[CH2:36][CH2:35]4)=[CH:44][CH:43]=3)[NH:1][C:2]2=[N:3][CH:4]=1, predict the reactants needed to synthesize it. The reactants are: [NH2:1][C:2]1[C:7]([N+:8]([O-])=O)=[C:6]([N:11]2[CH2:16][CH2:15][N:14]([CH2:17][C:18]([NH:20][C:21]3[S:22][CH:23]=[CH:24][N:25]=3)=[O:19])[CH2:13][CH2:12]2)[C:5]([Cl:26])=[CH:4][N:3]=1.CCO.[O:30]=[S:31]1(=[O:45])[CH2:36][CH2:35][N:34]([C:37]2[CH:44]=[CH:43][C:40]([CH:41]=O)=[CH:39][CH:38]=2)[CH2:33][CH2:32]1.[O-]S(S([O-])=O)=O.[Na+].[Na+]. (9) Given the product [F:20][C:21]1[CH:26]=[C:25]([F:27])[CH:24]=[CH:23][C:22]=1[C:2]1[C:11]2[C:6](=[CH:7][C:8]([O:12][CH3:13])=[CH:9][CH:10]=2)[CH:5]=[C:4]([NH:14][C:15]2[CH:19]=[CH:18][NH:17][N:16]=2)[N:3]=1, predict the reactants needed to synthesize it. The reactants are: Cl[C:2]1[C:11]2[C:6](=[CH:7][C:8]([O:12][CH3:13])=[CH:9][CH:10]=2)[CH:5]=[C:4]([NH:14][C:15]2[CH:19]=[CH:18][NH:17][N:16]=2)[N:3]=1.[F:20][C:21]1[CH:26]=[C:25]([F:27])[CH:24]=[CH:23][C:22]=1B(O)O.